From a dataset of Forward reaction prediction with 1.9M reactions from USPTO patents (1976-2016). Predict the product of the given reaction. (1) The product is: [CH2:15]([S:22][CH2:23][C@H:24]1[N:25]([S:39]([CH3:42])(=[O:41])=[O:40])[CH2:26][C@H:27]([SH:29])[CH2:28]1)[C:16]1[CH:17]=[CH:18][CH:19]=[CH:20][CH:21]=1. Given the reactants C(O)(C(F)(F)F)=O.C([SiH](CC)CC)C.[CH2:15]([S:22][CH2:23][C@@H:24]1[CH2:28][C@@H:27]([S:29]CC2C=CC(OC)=CC=2)[CH2:26][N:25]1[S:39]([CH3:42])(=[O:41])=[O:40])[C:16]1[CH:21]=[CH:20][CH:19]=[CH:18][CH:17]=1.C([SiH](CC)CC)C, predict the reaction product. (2) Given the reactants [CH:1]([C:4]1[NH:8][N:7]=[C:6]([NH:9][C:10]2[C:11]3[CH2:32][CH2:31][CH2:30][C:12]=3[N:13]=[C:14]([N:16]3[CH2:20][CH2:19][CH2:18][C@H:17]3[C:21]([NH:23][C:24]3[CH:25]=[N:26][CH:27]=[CH:28][CH:29]=3)=[O:22])[N:15]=2)[CH:5]=1)([CH3:3])[CH3:2].C1C=C(Cl)C=C(C(OO)=[O:41])C=1, predict the reaction product. The product is: [CH:1]([C:4]1[NH:8][N:7]=[C:6]([NH:9][C:10]2[C:11]3[CH2:32][CH2:31][CH2:30][C:12]=3[N:13]=[C:14]([N:16]3[CH2:20][CH2:19][CH2:18][C@H:17]3[C:21]([NH:23][C:24]3[CH:25]=[N+:26]([O-:41])[CH:27]=[CH:28][CH:29]=3)=[O:22])[N:15]=2)[CH:5]=1)([CH3:3])[CH3:2]. (3) The product is: [F:13][C:10]1[CH:11]=[C:12]2[C:7]([C:6]([CH3:24])=[CH:5][N:4]=[C:3]2[OH:2])=[CH:8][C:9]=1[C:14]#[N:15]. Given the reactants C(=O)([O-])[O:2][C:3]1[C:12]2[C:7](=[CH:8][C:9]([C:14]#[N:15])=[C:10]([F:13])[CH:11]=2)[C:6](I)=[C:5](C(C)(C)C)[N:4]=1.[Zn](C)[CH3:24], predict the reaction product. (4) Given the reactants FC(F)(F)C1C=CC(N2C=NC(C3C=CC(C[CH2:21][C:22](N=[N+]=[N-])=[O:23])=CC=3)=N2)=CC=1.[N:29]([CH2:32][CH2:33][C:34]1[CH:39]=[CH:38][C:37]([C:40]2[N:44]=[CH:43][N:42]([C:45]3[CH:50]=[CH:49][C:48]([C:51]([F:54])([F:53])[F:52])=[CH:47][CH:46]=3)[N:41]=2)=[CH:36][CH:35]=1)=[C:30]=[O:31].[CH:55]([C:58]1[CH:63]=[CH:62][C:61]([O:64][CH3:65])=[CH:60][C:59]=1[NH:66][C:67]([NH2:69])=[S:68])([CH3:57])[CH3:56], predict the reaction product. The product is: [CH:55]([C:58]1[CH:63]=[CH:62][C:61]([O:64][CH3:65])=[CH:60][C:59]=1[N:66]1[C:22](=[O:23])[CH2:21][S:68]/[C:67]/1=[N:69]\[C:30]([NH:29][CH2:32][CH2:33][C:34]1[CH:39]=[CH:38][C:37]([C:40]2[N:44]=[CH:43][N:42]([C:45]3[CH:50]=[CH:49][C:48]([C:51]([F:54])([F:53])[F:52])=[CH:47][CH:46]=3)[N:41]=2)=[CH:36][CH:35]=1)=[O:31])([CH3:57])[CH3:56]. (5) Given the reactants Br[C:2]1[CH:3]=[C:4]([N:8]2[C:12]([C:13]3[C:18](=[O:19])[CH:17]=[CH:16][N:15]([C:20]4[CH:25]=[CH:24][N:23]=[CH:22][CH:21]=4)[N:14]=3)=[CH:11][CH:10]=[N:9]2)[CH:5]=[CH:6][CH:7]=1.[C:26]([Si:28]([CH3:31])([CH3:30])[CH3:29])#[CH:27].C1C=CC(P(C2C=CC=CC=2)C2C=CC=CC=2)=CC=1.CNC, predict the reaction product. The product is: [N:23]1[CH:24]=[CH:25][C:20]([N:15]2[CH:16]=[CH:17][C:18](=[O:19])[C:13]([C:12]3[N:8]([C:4]4[CH:5]=[CH:6][CH:7]=[C:2]([C:27]#[C:26][Si:28]([CH3:31])([CH3:30])[CH3:29])[CH:3]=4)[N:9]=[CH:10][CH:11]=3)=[N:14]2)=[CH:21][CH:22]=1. (6) Given the reactants [NH2:1][N:2]1[N:11]=[C:10]([Cl:12])[C:9]2[C:4](=[CH:5][CH:6]=[CH:7][CH:8]=2)[C:3]1=[O:13].[F:14][C:15]1[CH:16]=[C:17]([CH2:22][C:23](O)=[O:24])[CH:18]=[C:19]([F:21])[CH:20]=1, predict the reaction product. The product is: [Cl:12][C:10]1[C:9]2[C:4](=[CH:5][CH:6]=[CH:7][CH:8]=2)[C:3](=[O:13])[N:2]([NH:1][C:23](=[O:24])[CH2:22][C:17]2[CH:16]=[C:15]([F:14])[CH:20]=[C:19]([F:21])[CH:18]=2)[N:11]=1. (7) Given the reactants [CH2:1]([C:8]1[CH:16]=[C:15]([O:17][CH3:18])[CH:14]=[CH:13][C:9]=1[C:10](O)=[O:11])[C:2]1[CH:7]=[CH:6][CH:5]=[CH:4][CH:3]=1.C(Cl)(=O)C(Cl)=O.Cl.CN.[CH:28]([N:31](C(C)C)CC)(C)C, predict the reaction product. The product is: [CH2:1]([C:8]1[CH:16]=[C:15]([O:17][CH3:18])[CH:14]=[CH:13][C:9]=1[C:10]([NH:31][CH3:28])=[O:11])[C:2]1[CH:7]=[CH:6][CH:5]=[CH:4][CH:3]=1.